From a dataset of Reaction yield outcomes from USPTO patents with 853,638 reactions. Predict the reaction yield, written as a fraction of the theoretical maximum amount of product (1.0 means a 100% yield; for example, 0.34 means a 34% yield). (1) The reactants are Cl[C:2]1[CH:3]=[C:4]2[C:9](=[C:10]([CH3:12])[CH:11]=1)[S:8][C:7](=[O:13])[C:6]([C:14]([NH:16][CH2:17][C:18]([OH:20])=[O:19])=[O:15])=[C:5]2[OH:21]. The catalyst is [OH-].[Na+].O.[Pd]. The product is [OH:21][C:5]1[C:4]2[C:9](=[C:10]([CH3:12])[CH:11]=[CH:2][CH:3]=2)[S:8][C:7](=[O:13])[C:6]=1[C:14]([NH:16][CH2:17][C:18]([OH:20])=[O:19])=[O:15]. The yield is 0.880. (2) The reactants are [F:1][C:2]([F:39])([F:38])[C:3]1[CH:37]=[CH:36][C:6]([CH2:7][N:8]2[C:16]3[C:11](=[CH:12][C:13]([O:17][CH2:18][C:19](O)=[O:20])=[CH:14][CH:15]=3)[C:10]([CH:22]=[N:23][O:24][CH2:25][C:26]3[CH:31]=[CH:30][C:29]([C:32]([F:35])([F:34])[F:33])=[CH:28][CH:27]=3)=[CH:9]2)=[CH:5][CH:4]=1.Cl.[O:41]1[CH2:46][CH2:45][CH:44]([CH2:47][NH2:48])[CH2:43][CH2:42]1.C1C=CC2N(O)N=NC=2C=1.CCN=C=NCCCN(C)C.Cl.C(N1CCOCC1)C. The catalyst is CN(C=O)C. The product is [O:41]1[CH2:46][CH2:45][CH:44]([CH2:47][NH:48][C:19](=[O:20])[CH2:18][O:17][C:13]2[CH:12]=[C:11]3[C:16](=[CH:15][CH:14]=2)[N:8]([CH2:7][C:6]2[CH:36]=[CH:37][C:3]([C:2]([F:38])([F:39])[F:1])=[CH:4][CH:5]=2)[CH:9]=[C:10]3[CH:22]=[N:23][O:24][CH2:25][C:26]2[CH:31]=[CH:30][C:29]([C:32]([F:35])([F:33])[F:34])=[CH:28][CH:27]=2)[CH2:43][CH2:42]1. The yield is 0.680. (3) The reactants are [CH2:1]([Si:4]([Cl:7])(Cl)Cl)[CH:2]=[CH2:3].C(N(CC)CC)C.[CH3:15][C@H:16]([NH:25][CH3:26])[C@@H:17]([OH:24])[C:18]1[CH:23]=[CH:22][CH:21]=[CH:20][CH:19]=1. The catalyst is C(Cl)Cl. The product is [CH2:1]([Si:4]1([Cl:7])[N:25]([CH3:26])[C@@H:16]([CH3:15])[C@H:17]([C:18]2[CH:23]=[CH:22][CH:21]=[CH:20][CH:19]=2)[O:24]1)[CH:2]=[CH2:3]. The yield is 0.920. (4) The reactants are Br[C:2]1[C:7]([CH3:8])=[CH:6][C:5]([Br:9])=[CH:4][N:3]=1.O.[CH3:11][N:12](C)C=O. No catalyst specified. The product is [Br:9][C:5]1[CH:6]=[C:7]([CH3:8])[C:2]([C:11]#[N:12])=[N:3][CH:4]=1. The yield is 0.613. (5) The reactants are [Cl:1][C:2]1[CH:3]=[CH:4][C:5]2[CH2:11][N:10]([C@@H:12]3[CH2:16][CH2:15][NH:14][CH2:13]3)[CH2:9][C:8](=[O:17])[N:7]([CH2:18][CH3:19])[C:6]=2[CH:20]=1.C([O-])([O-])=O.[K+].[K+].Br[CH2:28][CH2:29][CH:30]=[C:31]1[C:37]2[CH:38]=[CH:39][CH:40]=[N:41][C:36]=2[CH2:35][O:34][C:33]2[CH:42]=[CH:43][C:44]([C:46]([OH:49])([CH3:48])[CH3:47])=[CH:45][C:32]1=2. The catalyst is C(#N)C.O. The product is [Cl:1][C:2]1[CH:3]=[CH:4][C:5]2[CH2:11][N:10]([C@@H:12]3[CH2:16][CH2:15][N:14]([CH2:28][CH2:29][CH:30]=[C:31]4[C:37]5[CH:38]=[CH:39][CH:40]=[N:41][C:36]=5[CH2:35][O:34][C:33]5[CH:42]=[CH:43][C:44]([C:46]([OH:49])([CH3:48])[CH3:47])=[CH:45][C:32]4=5)[CH2:13]3)[CH2:9][C:8](=[O:17])[N:7]([CH2:18][CH3:19])[C:6]=2[CH:20]=1. The yield is 0.210. (6) The reactants are [H-].[Na+].[Br:3][C:4]1[CH:5]=[CH:6][C:7]([N:12]2[CH2:17][CH2:16][CH2:15][CH2:14][CH:13]2[CH2:18][CH3:19])=[C:8]([CH2:10][OH:11])[CH:9]=1.[CH3:20]I. The catalyst is CN(C=O)C. The product is [Br:3][C:4]1[CH:5]=[CH:6][C:7]([N:12]2[CH2:17][CH2:16][CH2:15][CH2:14][CH:13]2[CH2:18][CH3:19])=[C:8]([CH2:10][O:11][CH3:20])[CH:9]=1. The yield is 0.970.